Task: Predict the product of the given reaction.. Dataset: Forward reaction prediction with 1.9M reactions from USPTO patents (1976-2016) (1) Given the reactants [F:1][C:2]1[CH:7]=[CH:6][C:5]([C@@H:8]2[CH2:10][C@H:9]2[N:11]([CH2:20][CH:21]=[CH2:22])[CH2:12][CH2:13][CH2:14][C@H:15]([NH2:19])[C:16]([OH:18])=[O:17])=[CH:4][CH:3]=1.[N:23]1([C:28]2[CH:36]=[CH:35][C:31]([C:32](Cl)=[O:33])=[CH:30][CH:29]=2)[CH:27]=[CH:26][N:25]=[N:24]1, predict the reaction product. The product is: [F:1][C:2]1[CH:7]=[CH:6][C:5]([C@@H:8]2[CH2:10][C@H:9]2[N:11]([CH2:20][CH:21]=[CH2:22])[CH2:12][CH2:13][CH2:14][C@H:15]([NH:19][C:32]([C:31]2[CH:30]=[CH:29][C:28]([N:23]3[CH:27]=[CH:26][N:25]=[N:24]3)=[CH:36][CH:35]=2)=[O:33])[C:16]([OH:18])=[O:17])=[CH:4][CH:3]=1. (2) The product is: [OH:1][CH2:2][CH2:3][C:4]1[CH:5]=[C:6]([CH:7]=[CH:8][CH:9]=1)[O:10][CH2:12][C:13]1[CH:22]=[CH:21][CH:20]=[CH:19][C:14]=1[C:15]([O:17][CH3:18])=[O:16]. Given the reactants [OH:1][CH2:2][CH2:3][C:4]1[CH:5]=[C:6]([OH:10])[CH:7]=[CH:8][CH:9]=1.Br[CH2:12][C:13]1[CH:22]=[CH:21][CH:20]=[CH:19][C:14]=1[C:15]([O:17][CH3:18])=[O:16].C(=O)([O-])[O-].[K+].[K+].C(O)C(N)(CO)CO, predict the reaction product. (3) Given the reactants [F:1][C:2]1[CH:3]=[C:4]([CH2:9][CH2:10][C:11]2[CH:20]=[CH:19][C:18]3[C:13](=[CH:14][CH:15]=[CH:16][CH:17]=3)[CH:12]=2)[CH:5]=[CH:6][C:7]=1I.[F:21][C:22]1[CH:27]=[CH:26][C:25](OB(O)O)=[CH:24][CH:23]=1.C1(P(C2C=CC=CC=2)C2C=CC=CC=2)C=CC=CC=1, predict the reaction product. The product is: [F:1][C:2]1[CH:3]=[C:4]([CH2:9][CH2:10][C:11]2[CH:20]=[CH:19][C:18]3[C:13](=[CH:14][CH:15]=[CH:16][CH:17]=3)[CH:12]=2)[CH:5]=[CH:6][C:7]=1[C:25]1[CH:26]=[CH:27][C:22]([F:21])=[CH:23][CH:24]=1. (4) The product is: [Br:20][C:17]1[CH:18]=[CH:19][C:12]2[O:11][CH2:10][CH2:9][C:8]3[S:7][C:6]([C:4]([OH:5])=[O:3])=[N:15][C:14]=3[C:13]=2[CH:16]=1. Given the reactants C([O:3][C:4]([C:6]1[S:7][C:8]2[CH2:9][CH2:10][O:11][C:12]3[CH:19]=[CH:18][C:17]([Br:20])=[CH:16][C:13]=3[C:14]=2[N:15]=1)=[O:5])C.[Li+].[OH-].C1COCC1, predict the reaction product. (5) Given the reactants [CH2:1]([C:3]1[CH2:7][CH:6]=[CH:5][CH:4]=1)[CH3:2].CCCCCC.C([Li])CCC.Cl[Si:20]([CH:23]1[CH:27]=[CH:26][CH:25]=[CH:24]1)([CH3:22])[CH3:21], predict the reaction product. The product is: [CH2:1]([C:3]1[CH:7]=[CH:6][CH:5]([Si:20]([CH:23]2[CH:27]=[CH:26][CH:25]=[CH:24]2)([CH3:22])[CH3:21])[CH:4]=1)[CH3:2].